This data is from Full USPTO retrosynthesis dataset with 1.9M reactions from patents (1976-2016). The task is: Predict the reactants needed to synthesize the given product. Given the product [CH2:37]([N:44]1[CH2:75][CH2:76][N:48]2[C:49]([CH2:62][C:63]3([C:68]4[CH:69]=[CH:70][C:71]([Cl:74])=[CH:72][CH:73]=4)[CH2:64][CH2:65][CH2:66][CH2:67]3)=[N:50][C:51](=[O:61])[C:52]([O:53][CH2:54][C:55]3[CH:56]=[CH:57][CH:58]=[CH:59][CH:60]=3)=[C:47]2[C:45]1=[O:46])[C:38]1[CH:43]=[CH:42][CH:41]=[CH:40][CH:39]=1, predict the reactants needed to synthesize it. The reactants are: C(OC1C(=O)N=C(CC2(C3C4C(=CC=CC=4)C=CC=3)CCCC2)N2CCNC(=O)C=12)C1C=CC=CC=1.[CH2:37]([N:44]([CH2:75][CH2:76]O)[C:45]([C:47]1[C:52]([O:53][CH2:54][C:55]2[CH:60]=[CH:59][CH:58]=[CH:57][CH:56]=2)=[C:51]([OH:61])[N:50]=[C:49]([CH2:62][C:63]2([C:68]3[CH:73]=[CH:72][C:71]([Cl:74])=[CH:70][CH:69]=3)[CH2:67][CH2:66][CH2:65][CH2:64]2)[N:48]=1)=[O:46])[C:38]1[CH:43]=[CH:42][CH:41]=[CH:40][CH:39]=1.